This data is from Forward reaction prediction with 1.9M reactions from USPTO patents (1976-2016). The task is: Predict the product of the given reaction. (1) Given the reactants Br[C:2]1[C:3]([C:14]#[N:15])=[CH:4][C:5]2[N:6]([CH:8]=[C:9]([CH:11]([CH3:13])[CH3:12])[N:10]=2)[CH:7]=1.[CH3:16]B(O)O.C(=O)([O-])[O-].[Na+].[Na+].O, predict the reaction product. The product is: [CH:11]([C:9]1[N:10]=[C:5]2[CH:4]=[C:3]([C:14]#[N:15])[C:2]([CH3:16])=[CH:7][N:6]2[CH:8]=1)([CH3:13])[CH3:12]. (2) The product is: [C:19]([C:23]1[CH:24]=[C:25]([NH:29][C:30]([NH:32][C@@H:33]2[C:42]3[C:37](=[CH:38][CH:39]=[CH:40][CH:41]=3)[C@H:36]([O:43][C:44]3[CH:45]=[CH:46][C:47]4[N:48]([C:50]([N:53]5[CH2:58][CH2:57][CH:56]([CH2:59][OH:60])[CH2:55][CH2:54]5)=[N:51][N:52]=4)[CH:49]=3)[CH2:35][CH2:34]2)=[O:31])[N:26]([CH3:28])[N:27]=1)([CH3:22])([CH3:20])[CH3:21]. Given the reactants [F-].C([N+](CCCC)(CCCC)CCCC)CCC.[C:19]([C:23]1[CH:24]=[C:25]([NH:29][C:30]([NH:32][C@@H:33]2[C:42]3[C:37](=[CH:38][CH:39]=[CH:40][CH:41]=3)[C@H:36]([O:43][C:44]3[CH:45]=[CH:46][C:47]4[N:48]([C:50]([N:53]5[CH2:58][CH2:57][CH:56]([CH2:59][O:60][Si](C(C)C)(C(C)C)C(C)C)[CH2:55][CH2:54]5)=[N:51][N:52]=4)[CH:49]=3)[CH2:35][CH2:34]2)=[O:31])[N:26]([CH3:28])[N:27]=1)([CH3:22])([CH3:21])[CH3:20], predict the reaction product. (3) Given the reactants [F:1][C:2]1[CH:3]=[C:4]2[C:8](=[CH:9][C:10]=1[F:11])[NH:7][C:6](=[O:12])[CH2:5]2.[Li+].C[Si]([N-][Si](C)(C)C)(C)C.[Br:23][C:24]1[C:28]([CH3:30])([CH3:29])[O:27][C:26](=O)[CH:25]=1, predict the reaction product. The product is: [Br:23][C:24]1[C:28]([CH3:30])([CH3:29])[O:27]/[C:26](=[C:5]2/[C:6](=[O:12])[NH:7][C:8]3[C:4]/2=[CH:3][C:2]([F:1])=[C:10]([F:11])[CH:9]=3)/[CH:25]=1. (4) Given the reactants O=C1CCC(=O)N1O[C:9](=[O:32])[C@H:10]([CH2:22][C:23]1[C:31]2[C:26](=[CH:27][CH:28]=[CH:29][CH:30]=2)[NH:25][CH:24]=1)[NH:11][C:12]([O:14][CH2:15][C:16]1[CH:21]=[CH:20][CH:19]=[CH:18][CH:17]=1)=[O:13].[NH3:33], predict the reaction product. The product is: [CH2:15]([O:14][C:12]([NH:11][C@H:10]([C:9]([NH2:33])=[O:32])[CH2:22][C:23]1[C:31]2[C:26](=[CH:27][CH:28]=[CH:29][CH:30]=2)[NH:25][CH:24]=1)=[O:13])[C:16]1[CH:17]=[CH:18][CH:19]=[CH:20][CH:21]=1. (5) Given the reactants [Cl:1][C:2]1[CH:3]=[C:4]([CH:22]=[CH:23][C:24]=1[Cl:25])[O:5][CH:6]1[CH2:11][CH2:10][N:9]([CH2:12][CH:13]2[CH2:18][CH2:17][N:16]([CH2:19][C:20]#[N:21])[CH2:15][CH2:14]2)[CH2:8][CH2:7]1.[BH4-].[Na+].[OH-].[Na+], predict the reaction product. The product is: [Cl:1][C:2]1[CH:3]=[C:4]([CH:22]=[CH:23][C:24]=1[Cl:25])[O:5][CH:6]1[CH2:7][CH2:8][N:9]([CH2:12][CH:13]2[CH2:14][CH2:15][N:16]([CH2:19][CH2:20][NH2:21])[CH2:17][CH2:18]2)[CH2:10][CH2:11]1. (6) Given the reactants [Cl:1][C:2]1[N:3]=[C:4]([N:18]2[CH2:23][CH2:22][O:21][CH2:20][CH2:19]2)[C:5]2[S:10][C:9]([CH2:11][N:12]3[CH2:17][CH2:16][NH:15][CH2:14][CH2:13]3)=[CH:8][C:6]=2[N:7]=1.[C:24]1([S:30](Cl)(=[O:32])=[O:31])[CH:29]=[CH:28][CH:27]=[CH:26][CH:25]=1.C(N(CC)CC)C, predict the reaction product. The product is: [C:24]1([S:30]([N:15]2[CH2:16][CH2:17][N:12]([CH2:11][C:9]3[S:10][C:5]4[C:4]([N:18]5[CH2:19][CH2:20][O:21][CH2:22][CH2:23]5)=[N:3][C:2]([Cl:1])=[N:7][C:6]=4[CH:8]=3)[CH2:13][CH2:14]2)(=[O:32])=[O:31])[CH:29]=[CH:28][CH:27]=[CH:26][CH:25]=1. (7) Given the reactants [Br:1][C:2]1[CH:9]=[CH:8][C:5]([C:6]#[N:7])=[CH:4][CH:3]=1.[CH3:10][CH2:11][OH:12], predict the reaction product. The product is: [CH2:11]([O:12][C:6](=[NH:7])[C:5]1[CH:8]=[CH:9][C:2]([Br:1])=[CH:3][CH:4]=1)[CH3:10]. (8) Given the reactants C([C:5]1[CH:37]=[CH:36][C:8]([C:9]([NH:11][C:12]2[CH:13]=[CH:14][C:15]([C:18]3[CH:26]=[C:25]4[C:21]([CH2:22][N:23]([C@@H:28]([CH:33]([CH3:35])[CH3:34])[C:29]([O:31][CH3:32])=[O:30])[C:24]4=[O:27])=[CH:20][CH:19]=3)=[N:16][CH:17]=2)=[O:10])=[CH:7][CH:6]=1)(C)(C)C.N[C:39]1[CH:40]=[CH:41][C:42]([C:40]2[CH:41]=[C:42]3C(CN([C@@H](C(C)C)C(OC)=O)C3=O)=[CH:44][CH:39]=2)=N[CH:44]=1.C(C1C=CC(C(Cl)=O)=CC=1)CCCC, predict the reaction product. The product is: [CH3:34][CH:33]([CH3:35])[C@H:28]([N:23]1[CH2:22][C:21]2[C:25](=[CH:26][C:18]([C:15]3[CH:14]=[CH:13][C:12]([NH:11][C:9](=[O:10])[C:8]4[CH:36]=[CH:37][C:5]([CH2:44][CH2:39][CH2:40][CH2:41][CH3:42])=[CH:6][CH:7]=4)=[CH:17][N:16]=3)=[CH:19][CH:20]=2)[C:24]1=[O:27])[C:29]([O:31][CH3:32])=[O:30]. (9) Given the reactants [C:1]([O:5][C:6]1[CH:13]=[CH:12][C:9]([CH:10]=O)=[CH:8][CH:7]=1)([CH3:4])([CH3:3])[CH3:2].[NH:14]1[CH2:20][C:18](=[O:19])[NH:17][C:15]1=[O:16].NCC(O)C, predict the reaction product. The product is: [C:1]([O:5][C:6]1[CH:13]=[CH:12][C:9]([CH:10]=[C:20]2[NH:14][C:15](=[O:16])[NH:17][C:18]2=[O:19])=[CH:8][CH:7]=1)([CH3:4])([CH3:3])[CH3:2]. (10) The product is: [Cl:8][C:6]1[N:5]=[N:4][C:3]([C:9]([O:11][CH2:12][CH3:13])=[O:10])=[C:2]([NH:14][C:15]2[CH:16]=[CH:17][CH:18]=[C:19]([C:21]([OH:24])([CH3:22])[CH3:23])[N:20]=2)[CH:7]=1. Given the reactants Cl[C:2]1[CH:7]=[C:6]([Cl:8])[N:5]=[N:4][C:3]=1[C:9]([O:11][CH2:12][CH3:13])=[O:10].[NH2:14][C:15]1[N:20]=[C:19]([C:21]([OH:24])([CH3:23])[CH3:22])[CH:18]=[CH:17][CH:16]=1, predict the reaction product.